From a dataset of Forward reaction prediction with 1.9M reactions from USPTO patents (1976-2016). Predict the product of the given reaction. Given the reactants CC1C=CC(S(O[C:12]([C:16]2[O:17][CH:18]=[CH:19][CH:20]=2)=[CH:13][C:14]#[N:15])(=O)=O)=CC=1.Cl.[NH2:22][CH:23](C(OCC)=O)[C:24]([O:26][CH2:27][CH3:28])=[O:25].[O-]CC.[Na+].Cl, predict the reaction product. The product is: [NH2:15][C:14]1[CH:13]=[C:12]([C:16]2[O:17][CH:18]=[CH:19][CH:20]=2)[NH:22][C:23]=1[C:24]([O:26][CH2:27][CH3:28])=[O:25].